This data is from Catalyst prediction with 721,799 reactions and 888 catalyst types from USPTO. The task is: Predict which catalyst facilitates the given reaction. Reactant: [CH3:1][C:2]1[CH:6]=[CH:5][S:4][C:3]=1[C:7]([OH:9])=O.[CH2:10]([O:17][C:18]1[CH:35]=[CH:34][C:21]([C:22]([NH:24][CH2:25][C:26](=[O:33])[N:27]2[CH2:32][CH2:31][NH:30][CH2:29][CH2:28]2)=[O:23])=[CH:20][CH:19]=1)[C:11]1[CH:16]=[CH:15][CH:14]=[CH:13][CH:12]=1.CCN=C=NCCCN(C)C.Cl.C1C=CC2N(O)N=NC=2C=1.CCN(C(C)C)C(C)C. Product: [CH2:10]([O:17][C:18]1[CH:35]=[CH:34][C:21]([C:22]([NH:24][CH2:25][C:26]([N:27]2[CH2:32][CH2:31][N:30]([C:7]([C:3]3[S:4][CH:5]=[CH:6][C:2]=3[CH3:1])=[O:9])[CH2:29][CH2:28]2)=[O:33])=[O:23])=[CH:20][CH:19]=1)[C:11]1[CH:16]=[CH:15][CH:14]=[CH:13][CH:12]=1. The catalyst class is: 18.